This data is from Forward reaction prediction with 1.9M reactions from USPTO patents (1976-2016). The task is: Predict the product of the given reaction. (1) Given the reactants [O-]Cl.[Na+].C1(CCCC2C=C[N+]([O-:19])=CC=2)C=CC=CC=1.[CH3:20][S:21]([C:24]1[CH:25]=[C:26]2[C:30](=[CH:31][CH:32]=1)[CH2:29][CH:28]=[CH:27]2)(=[O:23])=[O:22], predict the reaction product. The product is: [CH3:20][S:21]([C:24]1[CH:32]=[CH:31][C:30]2[CH2:29][C@@H:28]3[O:19][C@@H:27]3[C:26]=2[CH:25]=1)(=[O:22])=[O:23]. (2) Given the reactants C(OC([N:8]1[CH2:17][CH2:16][C:15]2[NH:14][N:13]=[C:12]([C:18]3[CH:23]=[CH:22][C:21]([Cl:24])=[CH:20][CH:19]=3)[C:11]=2[CH2:10][CH2:9]1)=O)(C)(C)C.Br[CH2:26][CH2:27][CH:28]([CH3:30])[CH3:29], predict the reaction product. The product is: [Cl:24][C:21]1[CH:20]=[CH:19][C:18]([C:12]2[C:11]3[CH2:10][CH2:9][NH:8][CH2:17][CH2:16][C:15]=3[N:14]([CH2:26][CH2:27][CH:28]([CH3:30])[CH3:29])[N:13]=2)=[CH:23][CH:22]=1. (3) Given the reactants CC(C)([O-])C.[K+].C1(C)C=CC(S([CH2:16][N+:17]#[C-])(=O)=O)=CC=1.[O:20]1[CH:24]=[CH:23][CH:22]=[C:21]1[C:25]1[O:26][C:27]([CH3:55])=[C:28]([CH2:30][O:31][C:32]2[CH:52]=[CH:51][C:35]([CH2:36][O:37][C:38]3[C:42]([CH:43]=O)=[CH:41][N:40]([C:45]4[CH:50]=[CH:49][CH:48]=[CH:47][CH:46]=4)[N:39]=3)=[CH:34][C:33]=2[O:53][CH3:54])[N:29]=1.O1CCCC1, predict the reaction product. The product is: [O:20]1[CH:24]=[CH:23][CH:22]=[C:21]1[C:25]1[O:26][C:27]([CH3:55])=[C:28]([CH2:30][O:31][C:32]2[CH:52]=[CH:51][C:35]([CH2:36][O:37][C:38]3[C:42]([CH2:43][C:16]#[N:17])=[CH:41][N:40]([C:45]4[CH:46]=[CH:47][CH:48]=[CH:49][CH:50]=4)[N:39]=3)=[CH:34][C:33]=2[O:53][CH3:54])[N:29]=1. (4) Given the reactants [CH3:1][O:2][C:3]([C:5]1[CH:14]=[C:13](O)[C:12]2[C:7](=[C:8]([O:16][CH3:17])[CH:9]=[CH:10][CH:11]=2)[N:6]=1)=[O:4].O=P(Cl)(Cl)[Cl:20], predict the reaction product. The product is: [CH3:1][O:2][C:3]([C:5]1[CH:14]=[C:13]([Cl:20])[C:12]2[C:7](=[C:8]([O:16][CH3:17])[CH:9]=[CH:10][CH:11]=2)[N:6]=1)=[O:4]. (5) Given the reactants Cl.[F:2][C:3]1[C:8]([NH:9][C:10]2[C:15]([C:16]3[N:24]=[CH:23][N:22]=[C:21]4[C:17]=3[N:18]=[CH:19][N:20]4C3CCCCO3)=[CH:14][CH:13]=[CH:12][N:11]=2)=[C:7]([F:31])[CH:6]=[CH:5][C:4]=1[NH:32][S:33]([C:36]1[O:37][CH:38]=[CH:39][CH:40]=1)(=[O:35])=[O:34], predict the reaction product. The product is: [N:24]1[C:16]([C:15]2[C:10]([NH:9][C:8]3[C:3]([F:2])=[C:4]([NH:32][S:33]([C:36]4[O:37][CH:38]=[CH:39][CH:40]=4)(=[O:34])=[O:35])[CH:5]=[CH:6][C:7]=3[F:31])=[N:11][CH:12]=[CH:13][CH:14]=2)=[C:17]2[C:21]([NH:20][CH:19]=[N:18]2)=[N:22][CH:23]=1. (6) Given the reactants C([O:3][C:4](=[O:43])[C:5]([O:8][C:9]1[CH:14]=[CH:13][C:12]([O:15][CH2:16][CH2:17][C:18]2[N:19]=[C:20]([C:24]3[CH:25]=[C:26]([C:30]4[CH:35]=[CH:34][CH:33]=[CH:32][CH:31]=4)[CH:27]=[CH:28][CH:29]=3)[O:21][C:22]=2[CH3:23])=[CH:11][C:10]=1[CH2:36][CH:37]1[CH2:42][CH2:41][CH2:40][CH2:39][CH2:38]1)([CH3:7])[CH3:6])C.[OH-].[Na+], predict the reaction product. The product is: [C:26]1([C:30]2[CH:35]=[CH:34][CH:33]=[CH:32][CH:31]=2)[CH:27]=[CH:28][CH:29]=[C:24]([C:20]2[O:21][C:22]([CH3:23])=[C:18]([CH2:17][CH2:16][O:15][C:12]3[CH:13]=[CH:14][C:9]([O:8][C:5]([CH3:7])([CH3:6])[C:4]([OH:43])=[O:3])=[C:10]([CH2:36][CH:37]4[CH2:38][CH2:39][CH2:40][CH2:41][CH2:42]4)[CH:11]=3)[N:19]=2)[CH:25]=1. (7) The product is: [C:14]([O:18][C:19](=[O:24])[NH:20][CH2:21][CH2:22][N:3]1[C:4](=[O:6])[CH2:5][S:1][C:2]1=[O:7])([CH3:17])([CH3:16])[CH3:15]. Given the reactants [S:1]1[CH2:5][C:4](=[O:6])[NH:3][C:2]1=[O:7].C([O-])([O-])=O.[K+].[K+].[C:14]([O:18][C:19](=[O:24])[NH:20][CH2:21][CH2:22]Br)([CH3:17])([CH3:16])[CH3:15], predict the reaction product. (8) Given the reactants [Cl:1][C:2]1[CH:3]=[C:4]([C:9]([C:11]2[NH:19][C:14]3=[CH:15][N:16]=[CH:17][CH:18]=[C:13]3[CH:12]=2)=O)[CH:5]=[CH:6][C:7]=1[Cl:8].[C:20]([O:24][C:25](=[O:31])[NH:26][CH2:27][CH2:28][O:29][NH2:30])([CH3:23])([CH3:22])[CH3:21].Cl, predict the reaction product. The product is: [Cl:1][C:2]1[CH:3]=[C:4]([C:9](=[N:30][O:29][CH2:28][CH2:27][NH:26][C:25](=[O:31])[O:24][C:20]([CH3:22])([CH3:21])[CH3:23])[C:11]2[NH:19][C:14]3=[CH:15][N:16]=[CH:17][CH:18]=[C:13]3[CH:12]=2)[CH:5]=[CH:6][C:7]=1[Cl:8]. (9) The product is: [NH2:31][CH:4]([C:5]1[N:6]=[CH:7][C:8]([C:11]2[CH:12]=[CH:13][C:14]([C@@H:17]([OH:21])[C@H:18]([NH:19][C:24](=[O:28])[CH:25]([F:26])[F:27])[CH2:29][F:30])=[CH:15][CH:16]=2)=[CH:9][CH:10]=1)[CH2:3][C:1]#[N:2]. Given the reactants [C:1]([CH2:3][CH:4]([NH:31]S(C(C)(C)C)=O)[C:5]1[CH:10]=[CH:9][C:8]([C:11]2[CH:16]=[CH:15][C:14]([C@H:17]3[O:21]C(C)(C)[N:19]([C:24](=[O:28])[CH:25]([F:27])[F:26])[C@@H:18]3[CH2:29][F:30])=[CH:13][CH:12]=2)=[CH:7][N:6]=1)#[N:2].Cl, predict the reaction product.